Dataset: Forward reaction prediction with 1.9M reactions from USPTO patents (1976-2016). Task: Predict the product of the given reaction. (1) Given the reactants [C:1]([O:5][C:6](=[O:39])[C:7]1[CH:19]=[C:18]([O:20][CH2:21][CH2:22][CH2:23][CH2:24][CH2:25][CH2:26][CH2:27][CH2:28][CH2:29][C:30](=[O:38])[NH:31][CH2:32][CH2:33][CH2:34][C:35]([OH:37])=[O:36])[CH:17]=[C:9]([C:10]([O:12][C:13]([CH3:16])([CH3:15])[CH3:14])=[O:11])[CH:8]=1)([CH3:4])([CH3:3])[CH3:2].CCN(C(C)C)C(C)C.[B-](F)(F)(F)F.CN(C(O[N:62]1[C:67](=[O:68])[CH2:66][CH2:65][C:63]1=[O:64])=[N+](C)C)C, predict the reaction product. The product is: [C:1]([O:5][C:6](=[O:39])[C:7]1[CH:19]=[C:18]([O:20][CH2:21][CH2:22][CH2:23][CH2:24][CH2:25][CH2:26][CH2:27][CH2:28][CH2:29][C:30](=[O:38])[NH:31][CH2:32][CH2:33][CH2:34][C:35]([O:37][N:62]2[C:67](=[O:68])[CH2:66][CH2:65][C:63]2=[O:64])=[O:36])[CH:17]=[C:9]([C:10]([O:12][C:13]([CH3:16])([CH3:15])[CH3:14])=[O:11])[CH:8]=1)([CH3:2])([CH3:3])[CH3:4]. (2) The product is: [CH3:18][O:19][C:9]([C@:8]1([C:4]2[CH:5]=[CH:6][CH:7]=[C:2]([F:1])[C:3]=2[CH3:16])[CH2:13][CH2:12][C@H:11]([OH:10])[CH2:14]1)=[O:15]. Given the reactants [F:1][C:2]1[C:3]([CH3:16])=[C:4]([C@@:8]23[CH2:14][C@@H:11]([CH2:12][CH2:13]2)[O:10][C:9]3=[O:15])[CH:5]=[CH:6][CH:7]=1.Cl.[CH3:18][OH:19], predict the reaction product. (3) The product is: [CH3:1][C:2]1[N:7]=[CH:6][C:5]([N:8]([CH2:20][CH2:21][C:22]2[CH:23]=[CH:24][C:25]([C:28]([F:29])([F:30])[F:31])=[CH:26][CH:27]=2)[C:9](=[O:18])[C:10](=[O:17])[C:11]2[CH:12]=[CH:13][CH:14]=[CH:15][CH:16]=2)=[CH:4][CH:3]=1. Given the reactants [CH3:1][C:2]1[N:7]=[CH:6][C:5]([NH:8][C:9](=[O:18])[C:10](=[O:17])[C:11]2[CH:16]=[CH:15][CH:14]=[CH:13][CH:12]=2)=[CH:4][CH:3]=1.Br[CH2:20][CH2:21][C:22]1[CH:27]=[CH:26][C:25]([C:28]([F:31])([F:30])[F:29])=[CH:24][CH:23]=1, predict the reaction product. (4) Given the reactants FC(F)CN1CC(C2C=CNN=2)OC2(CCNCC2)C1.[CH:21]([O:24][C:25]1[CH:33]=[CH:32][C:28]([C:29](O)=[O:30])=[CH:27][C:26]=1[CH3:34])([CH3:23])[CH3:22].CN(C(ON1N=NC2C=CC=NC1=2)=[N+](C)C)C.F[P-](F)(F)(F)(F)F.C(N(C(C)C)CC)(C)C.[H-].[Na+].ICC, predict the reaction product. The product is: [CH:21]([O:24][C:25]1[CH:33]=[CH:32][C:28]([CH:29]=[O:30])=[CH:27][C:26]=1[CH3:34])([CH3:23])[CH3:22]. (5) Given the reactants CCN(C(C)C)C(C)C.FC(F)(F)C(O)=O.[Br:17][C:18]1[CH:19]=[C:20]2[C:30](=[N:31][CH:32]=1)[NH:29][C:28](=[O:33])[C:22]1([CH2:27][CH2:26][NH:25][CH2:24][CH2:23]1)[CH2:21]2.[CH:34]1([C:39](O)=[O:40])[CH2:38][CH2:37][CH2:36][CH2:35]1.C1C=CC2N(O)N=NC=2C=1.CCN=C=NCCCN(C)C.Cl, predict the reaction product. The product is: [Br:17][C:18]1[CH:19]=[C:20]2[C:30](=[N:31][CH:32]=1)[NH:29][C:28](=[O:33])[C:22]1([CH2:27][CH2:26][N:25]([C:39]([CH:34]3[CH2:38][CH2:37][CH2:36][CH2:35]3)=[O:40])[CH2:24][CH2:23]1)[CH2:21]2.